From a dataset of Catalyst prediction with 721,799 reactions and 888 catalyst types from USPTO. Predict which catalyst facilitates the given reaction. (1) Reactant: [CH3:1][CH2:2][CH:3](P(OCC)(OCC)=O)[C:4]([O:6][CH2:7][CH3:8])=[O:5].[H-].[Na+].[CH3:19][C:20]([CH3:22])=O. Product: [CH2:7]([O:6][C:4](=[O:5])[C:3]([CH2:2][CH3:1])=[C:20]([CH3:22])[CH3:19])[CH3:8]. The catalyst class is: 216. (2) The catalyst class is: 1. Reactant: [C:1]([N:8]1[CH2:13][CH2:12][CH:11]([NH2:14])[CH2:10][CH2:9]1)([O:3][C:4]([CH3:7])([CH3:6])[CH3:5])=[O:2].[C:15]([N:23]=[C:24]=[S:25])(=O)[C:16]1C=CC=CC=1. Product: [S:25]1[CH:16]=[CH:15][N:23]=[C:24]1[NH:14][CH:11]1[CH2:12][CH2:13][N:8]([C:1]([O:3][C:4]([CH3:7])([CH3:6])[CH3:5])=[O:2])[CH2:9][CH2:10]1.